Dataset: Full USPTO retrosynthesis dataset with 1.9M reactions from patents (1976-2016). Task: Predict the reactants needed to synthesize the given product. (1) Given the product [C:16]1([NH:22][C:23]2[C:24](/[CH:25]=[CH:1]/[C:2]([C:4]3[CH:5]=[C:6]([O:14][CH3:15])[C:7]([O:12][CH3:13])=[C:8]([O:10][CH3:11])[CH:9]=3)=[O:3])=[CH:27][CH:28]=[CH:29][N:30]=2)[CH:21]=[CH:20][CH:19]=[CH:18][CH:17]=1, predict the reactants needed to synthesize it. The reactants are: [CH3:1][C:2]([C:4]1[CH:9]=[C:8]([O:10][CH3:11])[C:7]([O:12][CH3:13])=[C:6]([O:14][CH3:15])[CH:5]=1)=[O:3].[C:16]1([NH:22][C:23]2[N:30]=[CH:29][CH:28]=[CH:27][C:24]=2[CH:25]=O)[CH:21]=[CH:20][CH:19]=[CH:18][CH:17]=1.Cl. (2) Given the product [CH3:8][C:9]1[C:13]([CH3:14])=[C:12]([NH:15][C:16]([N:18]2[CH2:19][CH2:20][N:21]([C:25]3[S:29][N:28]=[C:27]([C:30]4[CH:35]=[CH:34][C:33]([F:36])=[CH:32][CH:31]=4)[N:26]=3)[CH2:22][CH2:23]2)=[O:17])[O:11][N:10]=1, predict the reactants needed to synthesize it. The reactants are: FC(F)(F)C(O)=O.[CH3:8][C:9]1[C:13]([CH3:14])=[C:12]([NH:15][C:16]([N:18]2[CH2:23][CH2:22][NH:21][CH2:20][CH2:19]2)=[O:17])[O:11][N:10]=1.Cl[C:25]1[S:29][N:28]=[C:27]([C:30]2[CH:35]=[CH:34][C:33]([F:36])=[CH:32][CH:31]=2)[N:26]=1.C(N(CC)CC)C.CN(C)C=O. (3) Given the product [CH2:1]([O:3][CH2:4][CH2:5][O:6][C:7]1[CH:8]=[C:9]([CH3:35])[C:10]([C:14]2[CH:19]=[CH:18][CH:17]=[C:16]([CH2:20][O:21][C:22]3[CH:27]=[CH:26][C:25]([CH:28]4[CH2:30][CH:29]4[C:31]([OH:33])=[O:32])=[CH:24][CH:23]=3)[CH:15]=2)=[C:11]([CH3:13])[CH:12]=1)[CH3:2], predict the reactants needed to synthesize it. The reactants are: [CH2:1]([O:3][CH2:4][CH2:5][O:6][C:7]1[CH:12]=[C:11]([CH3:13])[C:10]([C:14]2[CH:19]=[CH:18][CH:17]=[C:16]([CH2:20][O:21][C:22]3[CH:27]=[CH:26][C:25]([CH:28]4[CH2:30][CH:29]4[C:31]([O:33]C)=[O:32])=[CH:24][CH:23]=3)[CH:15]=2)=[C:9]([CH3:35])[CH:8]=1)[CH3:2].[OH-].[Na+].O.Cl. (4) Given the product [Br:31][C:3]1[C:2]([OH:1])=[CH:11][CH:10]=[C:9]2[C:4]=1[CH:5]=[CH:6][C:7]([C:12]1[NH:13][C:14]3[C:19]([C:20]=1[CH2:21][CH2:22][CH2:23][CH2:24][CH3:25])=[CH:18][CH:17]=[CH:16][CH:15]=3)=[CH:8]2, predict the reactants needed to synthesize it. The reactants are: [OH:1][C:2]1[CH:3]=[C:4]2[C:9](=[CH:10][CH:11]=1)[CH:8]=[C:7]([C:12]1[NH:13][C:14]3[C:19]([C:20]=1[CH2:21][CH2:22][CH2:23][CH2:24][CH3:25])=[CH:18][CH:17]=[CH:16][CH:15]=3)[CH:6]=[CH:5]2.CC([O-])=O.[K+].[Br:31]Br. (5) Given the product [Cl:28][C:29]1[S:33][C:32]([C:12]2[C:11]([F:21])=[C:10]([N:1]3[C:9]4[CH:8]=[CH:7][N:6]=[CH:5][C:4]=4[CH2:3][CH2:2]3)[C:19]3[C:14](=[CH:15][CH:16]=[CH:17][CH:18]=3)[N:13]=2)=[CH:31][CH:30]=1, predict the reactants needed to synthesize it. The reactants are: [N:1]1([C:10]2[C:19]3[C:14](=[CH:15][CH:16]=[CH:17][CH:18]=3)[N:13]=[C:12](I)[C:11]=2[F:21])[C:9]2[CH:8]=[CH:7][N:6]=[CH:5][C:4]=2[CH2:3][CH2:2]1.C(=O)([O-])[O-].[Na+].[Na+].[Cl:28][C:29]1[S:33][C:32](B(O)O)=[CH:31][CH:30]=1. (6) The reactants are: C(OC([C:6]1C=C(C#N)C=C(C)[N:7]=1)=O)C.[F:15][C:16]1[CH:17]=[CH:18][C:19]([NH:22][C:23]([C:25]2[CH:30]=[C:29](Br)[CH:28]=[C:27]([CH:32]([CH3:34])[CH3:33])[N:26]=2)=[O:24])=[N:20][CH:21]=1. Given the product [F:15][C:16]1[CH:17]=[CH:18][C:19]([NH:22][C:23]([C:25]2[CH:30]=[C:29]([C:6]#[N:7])[CH:28]=[C:27]([CH:32]([CH3:34])[CH3:33])[N:26]=2)=[O:24])=[N:20][CH:21]=1, predict the reactants needed to synthesize it. (7) Given the product [CH2:1]([O:8][C@H:9]1[C@H:16]([O:17][CH2:18][C:19]2[CH:24]=[CH:23][CH:22]=[CH:21][CH:20]=2)[C@@H:15]([CH2:25][O:26][Si:27]([C:40]([CH3:42])([CH3:41])[CH3:43])([C:28]2[CH:33]=[CH:32][CH:31]=[CH:30][CH:29]=2)[C:34]2[CH:35]=[CH:36][CH:37]=[CH:38][CH:39]=2)[O:14][C@@H:11]([O:12][CH3:13])[C@@H:10]1[OH:44])[C:2]1[CH:7]=[CH:6][CH:5]=[CH:4][CH:3]=1, predict the reactants needed to synthesize it. The reactants are: [CH2:1]([O:8][C@H:9]1[C@H:16]([O:17][CH2:18][C:19]2[CH:24]=[CH:23][CH:22]=[CH:21][CH:20]=2)[C@@H:15]([CH2:25][O:26][Si:27]([C:40]([CH3:43])([CH3:42])[CH3:41])([C:34]2[CH:39]=[CH:38][CH:37]=[CH:36][CH:35]=2)[C:28]2[CH:33]=[CH:32][CH:31]=[CH:30][CH:29]=2)[O:14][C@@H:11]([O:12][CH3:13])[C@@H:10]1[O:44]CC1C=CC(Cl)=CC=1)[C:2]1[CH:7]=[CH:6][CH:5]=[CH:4][CH:3]=1.CNC1C=CC=CC=1.CC([O-])(C)C.[Na+].Cl[Sn](Cl)(Cl)Cl. (8) Given the product [CH2:1]([O:3][C:4]([C:5]1[CH:6]=[N:27][N:26]([C:23]2[CH:24]=[CH:25][N:20]=[CH:21][CH:22]=2)[C:10]=1[NH2:11])=[O:12])[CH3:2], predict the reactants needed to synthesize it. The reactants are: [CH2:1]([O:3][C:4](=[O:12])[C:5]([C:10]#[N:11])=[CH:6]OCC)[CH3:2].C(N(CC)CC)C.[N:20]1[CH:25]=[CH:24][C:23]([NH:26][NH2:27])=[CH:22][CH:21]=1.